Dataset: Reaction yield outcomes from USPTO patents with 853,638 reactions. Task: Predict the reaction yield, written as a fraction of the theoretical maximum amount of product (1.0 means a 100% yield; for example, 0.34 means a 34% yield). The reactants are Cl.Cl.[N:3]1([CH:9]([CH3:12])[CH2:10][OH:11])[CH2:8][CH2:7][NH:6][CH2:5][CH2:4]1.C(N(C(C)C)C(C)C)C.[CH3:22][O:23][C:24]1[CH:25]=[C:26]([CH2:32][CH2:33][C:34]2[CH:35]=[C:36]([NH:39][C:40](=[O:48])[C:41]3[CH:46]=[CH:45][C:44](F)=[CH:43][CH:42]=3)[NH:37][N:38]=2)[CH:27]=[C:28]([O:30][CH3:31])[CH:29]=1. The catalyst is CS(C)=O. The product is [CH3:31][O:30][C:28]1[CH:27]=[C:26]([CH2:32][CH2:33][C:34]2[CH:35]=[C:36]([NH:39][C:40](=[O:48])[C:41]3[CH:42]=[CH:43][C:44]([N:6]4[CH2:7][CH2:8][N:3]([CH:9]([CH3:12])[CH2:10][OH:11])[CH2:4][CH2:5]4)=[CH:45][CH:46]=3)[NH:37][N:38]=2)[CH:25]=[C:24]([O:23][CH3:22])[CH:29]=1. The yield is 0.154.